Dataset: Forward reaction prediction with 1.9M reactions from USPTO patents (1976-2016). Task: Predict the product of the given reaction. (1) The product is: [CH3:42][O:43][C:44](=[O:61])[C:45]1[CH:46]=[CH:47][C:48]([CH:51]([N:55]2[CH:59]=[CH:58][C:57]([NH:60][C:13](=[O:14])[C@@H:12]([C:4]3[CH:5]=[CH:6][C:7]([S:8]([CH3:11])(=[O:9])=[O:10])=[C:2]([Cl:1])[CH:3]=3)[CH2:22][CH:23]3[CH2:24][CH2:25][CH2:26][CH2:27]3)=[N:56]2)[CH2:52][CH2:53][CH3:54])=[CH:49][CH:50]=1. Given the reactants [Cl:1][C:2]1[CH:3]=[C:4]([C@@H:12]([CH2:22][CH:23]2[CH2:27][CH2:26][CH2:25][CH2:24]2)[C:13](NC2C=CN(C)N=2)=[O:14])[CH:5]=[CH:6][C:7]=1[S:8]([CH3:11])(=[O:10])=[O:9].C(Cl)(=O)C(Cl)=O.N1C(C)=CC=CC=1C.[CH3:42][O:43][C:44](=[O:61])[C:45]1[CH:50]=[CH:49][C:48]([CH:51]([N:55]2[CH:59]=[CH:58][C:57]([NH2:60])=[N:56]2)[CH2:52][CH2:53][CH3:54])=[CH:47][CH:46]=1, predict the reaction product. (2) Given the reactants Cl[C:2]1[N:7]=[C:6]([NH:8][C:9]2[CH:18]=[CH:17][CH:16]=[CH:15][C:10]=2[C:11]([O:13][CH3:14])=[O:12])[C:5]([Cl:19])=[CH:4][N:3]=1.[NH2:20][C:21]1[C:26]([O:27][CH3:28])=[CH:25][C:24]([C:29]2[CH:34]=[CH:33][C:32]([C:35]([NH:37][CH3:38])=[O:36])=[CH:31][CH:30]=2)=[C:23]([CH3:39])[CH:22]=1, predict the reaction product. The product is: [Cl:19][C:5]1[C:6]([NH:8][C:9]2[CH:18]=[CH:17][CH:16]=[CH:15][C:10]=2[C:11]([O:13][CH3:14])=[O:12])=[N:7][C:2]([NH:20][C:21]2[C:26]([O:27][CH3:28])=[CH:25][C:24]([C:29]3[CH:34]=[CH:33][C:32]([C:35](=[O:36])[NH:37][CH3:38])=[CH:31][CH:30]=3)=[C:23]([CH3:39])[CH:22]=2)=[N:3][CH:4]=1. (3) Given the reactants [C:1]1([C@@H:7]2[CH2:9][C@H:8]2[NH:10][C@@H:11]2[CH2:16][CH2:15][C@H:14]([NH:17]C(=O)OC(C)(C)C)[CH2:13][CH2:12]2)[CH:6]=[CH:5][CH:4]=[CH:3][CH:2]=1.[ClH:25], predict the reaction product. The product is: [ClH:25].[C:1]1([C@@H:7]2[CH2:9][C@H:8]2[NH:10][C@H:11]2[CH2:12][CH2:13][C@@H:14]([NH2:17])[CH2:15][CH2:16]2)[CH:2]=[CH:3][CH:4]=[CH:5][CH:6]=1. (4) Given the reactants [CH3:1][C:2]([O:5][C:6]([NH:8][C:9]1[CH:14]=[CH:13][C:12]([C:15]2[S:16][CH:17]=[CH:18][CH:19]=2)=[CH:11][C:10]=1[NH:20][C:21]([C:23]1[CH:28]=[CH:27][C:26]([C:29](=O)[CH2:30][CH2:31][P:32]([CH3:37])(=[O:36])[O:33]CC)=[CH:25][CH:24]=1)=[O:22])=[O:7])([CH3:4])[CH3:3].[BH4-].[Na+].[NH4+].[Cl-], predict the reaction product. The product is: [CH3:37][P:32]1(=[O:36])[CH2:31][CH2:30][CH:29]([C:26]2[CH:25]=[CH:24][C:23]([C:21]([NH:20][C:10]3[CH:11]=[C:12]([C:15]4[S:16][CH:17]=[CH:18][CH:19]=4)[CH:13]=[CH:14][C:9]=3[NH:8][C:6](=[O:7])[O:5][C:2]([CH3:4])([CH3:1])[CH3:3])=[O:22])=[CH:28][CH:27]=2)[O:33]1. (5) Given the reactants [CH2:1]([C:5]1[CH:11]=[CH:10][C:8]([NH2:9])=[CH:7][CH:6]=1)[CH2:2][CH2:3][CH3:4].Cl.[N:13]([O-])=O.[Na+].[CH2:17]([CH:19]([CH2:29][CH2:30][CH2:31][CH3:32])[CH2:20][O:21][C:22]1[CH:23]=[C:24]([CH:26]=[CH:27][CH:28]=1)[NH2:25])[CH3:18], predict the reaction product. The product is: [CH2:1]([C:5]1[CH:6]=[CH:7][C:8]([N:9]=[N:13][C:28]2[CH:27]=[CH:26][C:24]([NH2:25])=[CH:23][C:22]=2[O:21][CH2:20][CH:19]([CH2:17][CH3:18])[CH2:29][CH2:30][CH2:31][CH3:32])=[CH:10][CH:11]=1)[CH2:2][CH2:3][CH3:4]. (6) Given the reactants S(=O)(=O)(O)O.[N+:6]([O-:9])(O)=[O:7].[NH:10]1[C:15]2[CH:16]=[CH:17][S:18][C:14]=2[C:13](=[O:19])[NH:12][C:11]1=[O:20], predict the reaction product. The product is: [N+:6]([C:17]1[S:18][C:14]2[C:13](=[O:19])[NH:12][C:11](=[O:20])[NH:10][C:15]=2[CH:16]=1)([O-:9])=[O:7]. (7) Given the reactants [CH2:1]([NH:3][CH:4]1[CH2:9][CH2:8][CH2:7][CH:6]([C:10]2[C:18]3[C:13](=[CH:14][CH:15]=[C:16]([N+:19]([O-:21])=[O:20])[CH:17]=3)[NH:12][CH:11]=2)[CH2:5]1)[CH3:2].[CH3:22][C:23]([O:26][C:27](O[C:27]([O:26][C:23]([CH3:25])([CH3:24])[CH3:22])=[O:28])=[O:28])([CH3:25])[CH3:24].C(N(CC)CC)C, predict the reaction product. The product is: [CH2:1]([N:3]([CH:4]1[CH2:9][CH2:8][CH2:7][CH:6]([C:10]2[C:18]3[C:13](=[CH:14][CH:15]=[C:16]([N+:19]([O-:21])=[O:20])[CH:17]=3)[NH:12][CH:11]=2)[CH2:5]1)[C:27](=[O:28])[O:26][C:23]([CH3:25])([CH3:24])[CH3:22])[CH3:2].